Dataset: Catalyst prediction with 721,799 reactions and 888 catalyst types from USPTO. Task: Predict which catalyst facilitates the given reaction. (1) Reactant: [C:1]([O:5][C:6](=[O:26])[NH:7][C@H:8]([C:12]1[CH:13]=[N:14][CH:15]=[C:16](B2OCC(C)(C)CO2)[CH:17]=1)[CH2:9][CH:10]=[CH2:11])([CH3:4])([CH3:3])[CH3:2].Br[C:28]1[CH:33]=[CH:32][N:31]=[CH:30][C:29]=1[NH2:34].C([O-])(O)=O.[Na+].O1CCOCC1. Product: [C:1]([O:5][C:6](=[O:26])[NH:7][C@H:8]([C:12]1[CH:17]=[C:16]([C:28]2[CH:33]=[CH:32][N:31]=[CH:30][C:29]=2[NH2:34])[CH:15]=[N:14][CH:13]=1)[CH2:9][CH:10]=[CH2:11])([CH3:2])([CH3:3])[CH3:4]. The catalyst class is: 257. (2) Reactant: [Cl:1][C:2]1[CH:7]=[CH:6][C:5]([C:8]2[C:16]3[C:11](=[CH:12][CH:13]=[CH:14][C:15]=3[S:17][CH3:18])[NH:10][C:9]=2[C:19]([O:21]CC)=[O:20])=[CH:4][CH:3]=1.[OH-].[K+]. Product: [Cl:1][C:2]1[CH:3]=[CH:4][C:5]([C:8]2[C:16]3[C:11](=[CH:12][CH:13]=[CH:14][C:15]=3[S:17][CH3:18])[NH:10][C:9]=2[C:19]([OH:21])=[O:20])=[CH:6][CH:7]=1. The catalyst class is: 14. (3) Reactant: [N:1]12[CH2:8][CH2:7][CH:4]([CH2:5][CH2:6]1)[CH:3]([CH2:9][C:10]([O:12]C)=[O:11])[CH2:2]2. Product: [N:1]12[CH2:8][CH2:7][CH:4]([CH2:5][CH2:6]1)[CH:3]([CH2:9][C:10]([OH:12])=[O:11])[CH2:2]2. The catalyst class is: 33. (4) Reactant: C[O:2][C:3](=[O:21])[C:4]1[CH:9]=[C:8]([C:10](=[O:19])[NH:11][CH2:12][C:13]2[CH:18]=[CH:17][CH:16]=[CH:15][CH:14]=2)[C:7]([OH:20])=[N:6][CH:5]=1.[OH-].[Na+]. Product: [CH2:12]([NH:11][C:10]([C:8]1[C:7]([OH:20])=[N:6][CH:5]=[C:4]([CH:9]=1)[C:3]([OH:21])=[O:2])=[O:19])[C:13]1[CH:18]=[CH:17][CH:16]=[CH:15][CH:14]=1. The catalyst class is: 5. (5) Reactant: [CH3:1][N:2]1[CH2:7][CH2:6][N:5]([C:8]2[CH:13]=[C:12]([N:14]3[CH:23]([CH3:24])[CH2:22][C:21]4[C:16](=[CH:17][C:18]([C:25]5[CH2:26][CH2:27][NH:28][CH2:29][CH:30]=5)=[CH:19][CH:20]=4)[CH2:15]3)[N:11]=[C:10]([NH2:31])[N:9]=2)[CH2:4][CH2:3]1.C(N(CC)C(C)C)(C)C.Cl[C:42]1[CH:43]=[C:44]([CH:47]=[CH:48][N:49]=1)[C:45]#[N:46]. The catalyst class is: 405. Product: [NH2:31][C:10]1[N:11]=[C:12]([N:14]2[CH:23]([CH3:24])[CH2:22][C:21]3[C:16](=[CH:17][C:18]([C:25]4[CH2:26][CH2:27][N:28]([C:42]5[CH:43]=[C:44]([C:45]#[N:46])[CH:47]=[CH:48][N:49]=5)[CH2:29][CH:30]=4)=[CH:19][CH:20]=3)[CH2:15]2)[CH:13]=[C:8]([N:5]2[CH2:6][CH2:7][N:2]([CH3:1])[CH2:3][CH2:4]2)[N:9]=1. (6) Reactant: [CH3:1][P:2](=[O:7])([O:5][CH3:6])[O:3][CH3:4].[Li]CCCC.[F:13][C:14]1([C:22](OCC)=[O:23])[CH2:19][CH2:18][C:17]([F:21])([F:20])[CH2:16][CH2:15]1. Product: [O:23]=[C:22]([C:14]1([F:13])[CH2:15][CH2:16][C:17]([F:20])([F:21])[CH2:18][CH2:19]1)[CH2:1][P:2](=[O:7])([O:5][CH3:6])[O:3][CH3:4]. The catalyst class is: 1. (7) Reactant: [NH2:1][C:2]1[CH:11]=[C:10]2[C:5]([C:6]([CH3:13])=[CH:7][C:8](=[O:12])[O:9]2)=[CH:4][CH:3]=1.[C:14](O[C:14]([O:16][C:17]([CH3:20])([CH3:19])[CH3:18])=[O:15])([O:16][C:17]([CH3:20])([CH3:19])[CH3:18])=[O:15].CCN(CC)CC. Product: [CH3:13][C:6]1[C:5]2[C:10](=[CH:11][C:2]([NH:1][C:14](=[O:15])[O:16][C:17]([CH3:20])([CH3:19])[CH3:18])=[CH:3][CH:4]=2)[O:9][C:8](=[O:12])[CH:7]=1. The catalyst class is: 1. (8) Reactant: [Cl:1][C:2]1[CH:11]=[CH:10][CH:9]=[C:8]2[C:3]=1[N:4]=[C:5]([C:15]1[CH:20]=[CH:19][CH:18]=[CH:17][C:16]=1[S:21]([CH3:24])(=[O:23])=[O:22])[C:6]([C@@H:12]([NH2:14])[CH3:13])=[N:7]2.[NH2:25][C:26]1[C:31]([C:32]#[N:33])=[C:30](Cl)[N:29]=[CH:28][N:27]=1.C(O)CCC.C(N(CC)C(C)C)(C)C. Product: [NH2:25][C:26]1[C:31]([C:32]#[N:33])=[C:30]([NH:14][C@H:12]([C:6]2[C:5]([C:15]3[CH:20]=[CH:19][CH:18]=[CH:17][C:16]=3[S:21]([CH3:24])(=[O:23])=[O:22])=[N:4][C:3]3[C:8](=[CH:9][CH:10]=[CH:11][C:2]=3[Cl:1])[N:7]=2)[CH3:13])[N:29]=[CH:28][N:27]=1. The catalyst class is: 25. (9) The catalyst class is: 262. Product: [ClH:1].[NH2:11][CH2:12][C@@H:8]([C:5]1[CH:4]=[CH:3][C:2]([Cl:1])=[CH:7][CH:6]=1)[CH2:9][C:14]([OH:16])=[O:15]. Reactant: [Cl:1][C:2]1[CH:7]=[CH:6][C:5]([C@@H:8]2[CH2:12][NH:11]C(=O)[C@H:9]2[C:14]([O:16]C)=[O:15])=[CH:4][CH:3]=1.Cl. (10) Reactant: Cl[C:2]1[CH:3]=[C:4]2[N:11]([CH3:12])[CH2:10][CH2:9][N:5]2[C:6](=[O:8])[N:7]=1.[H-].[Na+].[F:15][C:16]1[CH:17]=[C:18]([CH2:35][OH:36])[CH:19]=[C:20]([F:34])[C:21]=1[O:22][C:23]1[CH:28]=[CH:27][C:26]([F:29])=[C:25]([C:30]([F:33])([F:32])[F:31])[CH:24]=1. Product: [F:15][C:16]1[CH:17]=[C:18]([CH:19]=[C:20]([F:34])[C:21]=1[O:22][C:23]1[CH:28]=[CH:27][C:26]([F:29])=[C:25]([C:30]([F:33])([F:31])[F:32])[CH:24]=1)[CH2:35][O:36][C:2]1[CH:3]=[C:4]2[N:11]([CH3:12])[CH2:10][CH2:9][N:5]2[C:6](=[O:8])[N:7]=1. The catalyst class is: 3.